From a dataset of Peptide-MHC class II binding affinity with 134,281 pairs from IEDB. Regression. Given a peptide amino acid sequence and an MHC pseudo amino acid sequence, predict their binding affinity value. This is MHC class II binding data. (1) The binding affinity (normalized) is 0.458. The MHC is H-2-IAb with pseudo-sequence H-2-IAb. The peptide sequence is KLFNDPASPVAGNPH. (2) The peptide sequence is SGDVLWDIPTPKIIE. The MHC is DRB1_0301 with pseudo-sequence DRB1_0301. The binding affinity (normalized) is 0.763. (3) The MHC is HLA-DQA10201-DQB10303 with pseudo-sequence HLA-DQA10201-DQB10303. The binding affinity (normalized) is 0.363. The peptide sequence is VSAISQTEVKEEGKE. (4) The peptide sequence is EKIYFAATQFEPLAA. The MHC is DRB1_0701 with pseudo-sequence DRB1_0701. The binding affinity (normalized) is 0.714. (5) The peptide sequence is MMIHTLEALDYKECE. The MHC is HLA-DQA10501-DQB10402 with pseudo-sequence HLA-DQA10501-DQB10402. The binding affinity (normalized) is 0.332. (6) The peptide sequence is TEAEDVIPEGWKADTSYESK. The MHC is DRB1_0301 with pseudo-sequence DRB1_0301. The binding affinity (normalized) is 0.137. (7) The peptide sequence is GKLIHEWCCRSCTLP. The MHC is DRB1_0301 with pseudo-sequence DRB1_0301. The binding affinity (normalized) is 0.378. (8) The peptide sequence is STIFPFRRLFMVADV. The MHC is DRB1_0404 with pseudo-sequence DRB1_0404. The binding affinity (normalized) is 0.544. (9) The peptide sequence is EEQTLTILIRTGLLV. The MHC is DRB1_1302 with pseudo-sequence DRB1_1302. The binding affinity (normalized) is 0.818. (10) The peptide sequence is SQDLELSWNLNGLQAY. The MHC is DRB1_0101 with pseudo-sequence DRB1_0101. The binding affinity (normalized) is 0.479.